This data is from Reaction yield outcomes from USPTO patents with 853,638 reactions. The task is: Predict the reaction yield, written as a fraction of the theoretical maximum amount of product (1.0 means a 100% yield; for example, 0.34 means a 34% yield). (1) The reactants are [CH3:1][C:2](=[O:7])[CH2:3][C:4](=[O:6])[CH3:5].C([N:10]([CH2:13][CH3:14])CC)C. The catalyst is C(O)C. The product is [CH:14]1([C:13]2[C:3]([C:2](=[O:7])[CH3:1])=[C:4]([CH3:5])[O:6][N:10]=2)[CH2:5][CH2:4][CH2:3][CH2:2][CH2:1]1. The yield is 0.370. (2) The reactants are [C:1]([C:3]1[C:4]([O:52]CC2C=CC=CC=2)=[CH:5][C:6]([O:44]CC2C=CC=CC=2)=[C:7]([CH2:9][CH2:10][CH2:11][O:12][CH2:13][CH2:14][CH2:15][O:16][CH2:17][CH2:18][CH2:19][C:20]2[CH:25]=[C:24]([C:26]#[N:27])[C:23]([O:28]CC3C=CC=CC=3)=[CH:22][C:21]=2[O:36]CC2C=CC=CC=2)[CH:8]=1)#[N:2]. The catalyst is [Pd].C(OCC)(=O)C.[Fe]. The product is [C:26]([C:24]1[C:23]([OH:28])=[CH:22][C:21]([OH:36])=[C:20]([CH2:19][CH2:18][CH2:17][O:16][CH2:15][CH2:14][CH2:13][O:12][CH2:11][CH2:10][CH2:9][C:7]2[CH:8]=[C:3]([C:1]#[N:2])[C:4]([OH:52])=[CH:5][C:6]=2[OH:44])[CH:25]=1)#[N:27]. The yield is 0.900.